This data is from Reaction yield outcomes from USPTO patents with 853,638 reactions. The task is: Predict the reaction yield, written as a fraction of the theoretical maximum amount of product (1.0 means a 100% yield; for example, 0.34 means a 34% yield). (1) The reactants are FC(F)(F)S(O[C:7]1[CH2:8][N:9]([C:12]([O:14][C:15]([CH3:18])([CH3:17])[CH3:16])=[O:13])[CH2:10][CH:11]=1)(=O)=O.CC1(C)C(C)(C)OB([C:29]2[CH:30]=[C:31]([CH:36]=[CH:37][CH:38]=2)[C:32]([O:34][CH3:35])=[O:33])O1.C([O-])([O-])=O.[K+].[K+]. The catalyst is O1CCOCC1.O.C1C=CC(P(C2C=CC=CC=2)[C-]2C=CC=C2)=CC=1.C1C=CC(P(C2C=CC=CC=2)[C-]2C=CC=C2)=CC=1.Cl[Pd]Cl.[Fe+2]. The product is [CH3:35][O:34][C:32]([C:31]1[CH:30]=[C:29]([C:7]2[CH2:8][N:9]([C:12]([O:14][C:15]([CH3:18])([CH3:17])[CH3:16])=[O:13])[CH2:10][CH:11]=2)[CH:38]=[CH:37][CH:36]=1)=[O:33]. The yield is 0.742. (2) The product is [CH3:26][O:27][C:28]([C:30]1[CH:34]=[C:33]([C:45]2[CH:50]=[CH:49][C:48]([NH2:51])=[CH:47][CH:46]=2)[O:32][C:31]=1[CH3:36])=[O:29]. The reactants are COC1C=C2C([C@H]3[C@@](O)(C2)COC2C=C(O)C=CC3=2)=CC=1OC.N#N.[CH3:26][O:27][C:28]([C:30]1[CH:34]=[C:33](Br)[O:32][C:31]=1[CH3:36])=[O:29].CC1(C)C(C)(C)OB([C:45]2[CH:50]=[CH:49][C:48]([NH2:51])=[CH:47][CH:46]=2)O1.C(=O)(O)[O-].[Na+]. The catalyst is COCCOC.C1C=CC([P]([Pd]([P](C2C=CC=CC=2)(C2C=CC=CC=2)C2C=CC=CC=2)([P](C2C=CC=CC=2)(C2C=CC=CC=2)C2C=CC=CC=2)[P](C2C=CC=CC=2)(C2C=CC=CC=2)C2C=CC=CC=2)(C2C=CC=CC=2)C2C=CC=CC=2)=CC=1. The yield is 0.460. (3) The reactants are [CH3:1][O:2][C:3]1[CH:4]=[C:5]([CH:30]=[CH:31][C:32]=1[O:33][CH2:34][C:35]1[N:36]=[C:37]([C:42]2[CH:47]=[CH:46][CH:45]=[CH:44][CH:43]=2)[O:38][C:39]=1[CH2:40]C)[C:6]([NH:8][C:9]1[C:13](/[CH:14]=[CH:15]/[P:16](=[O:23])([O:20][CH2:21][CH3:22])[O:17][CH2:18][CH3:19])=[CH:12][N:11]([C:24]2[CH:29]=[CH:28][CH:27]=[CH:26][CH:25]=2)[N:10]=1)=[O:7].[H-].[Na+].[CH3:50]N(C)C=O.CI. The catalyst is O. The product is [CH3:1][O:2][C:3]1[CH:4]=[C:5]([CH:30]=[CH:31][C:32]=1[O:33][CH2:34][C:35]1[N:36]=[C:37]([C:42]2[CH:47]=[CH:46][CH:45]=[CH:44][CH:43]=2)[O:38][C:39]=1[CH3:40])[C:6]([N:8]([CH3:50])[C:9]1[C:13](/[CH:14]=[CH:15]/[P:16](=[O:23])([O:20][CH2:21][CH3:22])[O:17][CH2:18][CH3:19])=[CH:12][N:11]([C:24]2[CH:29]=[CH:28][CH:27]=[CH:26][CH:25]=2)[N:10]=1)=[O:7]. The yield is 0.410.